Predict which catalyst facilitates the given reaction. From a dataset of Catalyst prediction with 721,799 reactions and 888 catalyst types from USPTO. (1) Reactant: [F:1][C:2]1[CH:3]=[C:4]([C:10]2[N:14]([CH3:15])[CH:13]=[N:12][CH:11]=2)[CH:5]=[CH:6][C:7]=1[O:8]C.B(Br)(Br)Br.CO. Product: [F:1][C:2]1[CH:3]=[C:4]([C:10]2[N:14]([CH3:15])[CH:13]=[N:12][CH:11]=2)[CH:5]=[CH:6][C:7]=1[OH:8]. The catalyst class is: 4. (2) Reactant: [Cl:1][C:2]1[C:11]2[C:6](=[CH:7][CH:8]=[C:9]([C:12]([OH:29])([C:23]3[N:27]([CH3:28])[CH:26]=[N:25][CH:24]=3)[C:13]3[CH:18]=[CH:17][N:16]=[C:15]([C:19]([F:22])([F:21])[F:20])[CH:14]=3)[CH:10]=2)[N:5]=[C:4]([O:30][CH3:31])[C:3]=1[OH:32].C([O-])([O-])=O.[Cs+].[Cs+].FC(F)(F)S(O[CH2:45][C:46]([F:49])([F:48])[F:47])(=O)=O. Product: [Cl:1][C:2]1[C:11]2[C:6](=[CH:7][CH:8]=[C:9]([C:12]([C:23]3[N:27]([CH3:28])[CH:26]=[N:25][CH:24]=3)([C:13]3[CH:18]=[CH:17][N:16]=[C:15]([C:19]([F:22])([F:20])[F:21])[CH:14]=3)[OH:29])[CH:10]=2)[N:5]=[C:4]([O:30][CH3:31])[C:3]=1[O:32][CH2:45][C:46]([F:49])([F:48])[F:47]. The catalyst class is: 18. (3) Reactant: [CH3:1][C:2]1[C:7]([CH3:8])=[CH:6][C:5]([NH:9][CH2:10][CH:11]([NH:19][C:20](=[O:26])[O:21][C:22]([CH3:25])([CH3:24])[CH3:23])[CH2:12][C:13]2[CH:18]=[CH:17][CH:16]=[CH:15][CH:14]=2)=[C:4]([N+:27]([O-])=O)[CH:3]=1.[BH4-].[Na+]. Product: [NH2:27][C:4]1[CH:3]=[C:2]([CH3:1])[C:7]([CH3:8])=[CH:6][C:5]=1[NH:9][CH2:10][CH:11]([NH:19][C:20](=[O:26])[O:21][C:22]([CH3:24])([CH3:23])[CH3:25])[CH2:12][C:13]1[CH:14]=[CH:15][CH:16]=[CH:17][CH:18]=1. The catalyst class is: 515.